From a dataset of Reaction yield outcomes from USPTO patents with 853,638 reactions. Predict the reaction yield, written as a fraction of the theoretical maximum amount of product (1.0 means a 100% yield; for example, 0.34 means a 34% yield). The reactants are [CH3:1][O:2][C:3]1[CH:4]=[C:5]2[C:10](=[CH:11][C:12]=1[O:13][CH3:14])[N:9]=[CH:8][CH:7]=[C:6]2[O:15][C:16]1[CH:22]=[CH:21][C:19]([NH2:20])=[CH:18][C:17]=1[F:23].C(O)C.[CH3:27][C:28]1[CH:29]=[C:30]([C:34]([N:36]=[C:37]=[S:38])=[O:35])[CH:31]=[CH:32][CH:33]=1. The catalyst is C1(C)C=CC=CC=1. The product is [CH3:1][O:2][C:3]1[CH:4]=[C:5]2[C:10](=[CH:11][C:12]=1[O:13][CH3:14])[N:9]=[CH:8][CH:7]=[C:6]2[O:15][C:16]1[CH:22]=[CH:21][C:19]([NH:20][C:37]([NH:36][C:34](=[O:35])[C:30]2[CH:31]=[CH:32][CH:33]=[C:28]([CH3:27])[CH:29]=2)=[S:38])=[CH:18][C:17]=1[F:23]. The yield is 0.820.